From a dataset of Forward reaction prediction with 1.9M reactions from USPTO patents (1976-2016). Predict the product of the given reaction. (1) Given the reactants [Cl:1][C:2]1[CH:3]=[CH:4][C:5]([S:8][C:9]2[O:13][C:12]([C:14]3[CH:19]=[CH:18][C:17]([F:20])=[CH:16][CH:15]=3)=[N:11][C:10]=2[CH2:21][OH:22])=[N:6][CH:7]=1.N1C=CC=CC=1.CC(OI1(OC(C)=O)(OC(C)=O)OC(=O)C2C=CC=CC1=2)=O, predict the reaction product. The product is: [Cl:1][C:2]1[CH:3]=[CH:4][C:5]([S:8][C:9]2[O:13][C:12]([C:14]3[CH:19]=[CH:18][C:17]([F:20])=[CH:16][CH:15]=3)=[N:11][C:10]=2[CH:21]=[O:22])=[N:6][CH:7]=1. (2) Given the reactants Br[C:2]1[CH:7]=[CH:6][C:5]([C:8]2[C:31](=[O:32])[N:30]([CH2:33][CH3:34])[C:11]3[N:12]=[C:13]([NH:16][C:17]4[CH:22]=[CH:21][C:20]([N:23]5[CH2:28][CH2:27][N:26]([CH3:29])[CH2:25][CH2:24]5)=[CH:19][CH:18]=4)[N:14]=[CH:15][C:10]=3[CH:9]=2)=[C:4]([Cl:35])[CH:3]=1.O.[CH3:37][N:38](C)C=O, predict the reaction product. The product is: [Cl:35][C:4]1[CH:3]=[C:2]([CH:7]=[CH:6][C:5]=1[C:8]1[C:31](=[O:32])[N:30]([CH2:33][CH3:34])[C:11]2[N:12]=[C:13]([NH:16][C:17]3[CH:22]=[CH:21][C:20]([N:23]4[CH2:28][CH2:27][N:26]([CH3:29])[CH2:25][CH2:24]4)=[CH:19][CH:18]=3)[N:14]=[CH:15][C:10]=2[CH:9]=1)[C:37]#[N:38].